From a dataset of Full USPTO retrosynthesis dataset with 1.9M reactions from patents (1976-2016). Predict the reactants needed to synthesize the given product. (1) Given the product [F:1][C:2]1([F:25])[CH2:7][CH2:6][CH:5]([CH2:9][NH:10][C:11]([C:13]2[C:14]3[CH:15]=[CH:16][C:17]([N:39]4[CH2:40][CH2:41][CH:37]([CH2:36][OH:35])[C@H:38]4[CH2:26][CH3:27])=[N:18][C:19]=3[CH:20]=[CH:21][C:22]=2[Cl:23])=[O:12])[CH2:4][CH2:3]1, predict the reactants needed to synthesize it. The reactants are: [F:1][C:2]1([F:25])[CH2:7][CH2:6][C:5]([CH2:9][NH:10][C:11]([C:13]2[C:14]3[CH:15]=[CH:16][C:17](Cl)=[N:18][C:19]=3[CH:20]=[CH:21][C:22]=2[Cl:23])=[O:12])(O)[CH2:4][CH2:3]1.[CH3:26][CH2:27]N(C(C)C)C(C)C.[OH:35][CH2:36][C@@H:37]1[CH2:41][CH2:40][N:39](CC)[CH2:38]1. (2) Given the product [N:1]1[C:9]2[C:4](=[N:5][CH:6]=[CH:7][CH:8]=2)[NH:3][C:2]=1[C:10]1[C:11]([O:20][CH3:21])=[CH:12][C:13]([O:18][CH3:19])=[C:14](/[CH:15]=[CH:23]/[C:22]([C:25]2[CH:26]=[CH:27][C:28]([S:31]([NH2:34])(=[O:33])=[O:32])=[CH:29][CH:30]=2)=[O:24])[CH:17]=1, predict the reactants needed to synthesize it. The reactants are: [N:1]1[C:9]2[C:4](=[N:5][CH:6]=[CH:7][CH:8]=2)[NH:3][C:2]=1[C:10]1[C:11]([O:20][CH3:21])=[CH:12][C:13]([O:18][CH3:19])=[C:14]([CH:17]=1)[CH:15]=O.[C:22]([C:25]1[CH:30]=[CH:29][C:28]([S:31]([NH2:34])(=[O:33])=[O:32])=[CH:27][CH:26]=1)(=[O:24])[CH3:23]. (3) The reactants are: [O:1]1[C:5]2[CH:6]=[CH:7][C:8]([C:10]([OH:12])=O)=[CH:9][C:4]=2[O:3][CH2:2]1.[NH2:13][CH2:14][CH2:15][CH2:16][CH2:17][OH:18]. Given the product [OH:18][CH2:17][CH2:16][CH2:15][CH2:14][NH:13][C:10]([C:8]1[CH:7]=[CH:6][C:5]2[O:1][CH2:2][O:3][C:4]=2[CH:9]=1)=[O:12], predict the reactants needed to synthesize it. (4) Given the product [Cl:1][C:2]1[CH:3]=[CH:4][C:5]([CH:8]([C:18]2[CH:19]=[CH:20][CH:21]=[CH:22][CH:23]=2)[N:9]2[CH2:10][CH2:11][N:12]([CH2:15][CH2:16][O:17][CH2:27][C:28]([OH:30])=[O:29])[CH2:13][CH2:14]2)=[CH:6][CH:7]=1, predict the reactants needed to synthesize it. The reactants are: [Cl:1][C:2]1[CH:7]=[CH:6][C:5]([CH:8]([C:18]2[CH:23]=[CH:22][CH:21]=[CH:20][CH:19]=2)[N:9]2[CH2:14][CH2:13][N:12]([CH2:15][CH2:16][OH:17])[CH2:11][CH2:10]2)=[CH:4][CH:3]=1.[OH-].[K+].Cl[CH2:27][C:28]([O-:30])=[O:29].[Na+].Cl. (5) Given the product [Cl:1][C:2]1[N:3]=[N:4][C:5]([Cl:9])=[CH:6][C:7]=1[NH2:10], predict the reactants needed to synthesize it. The reactants are: [Cl:1][C:2]1[N:3]=[N:4][C:5]([Cl:9])=[CH:6][C:7]=1Cl.[NH3:10].CO.